From a dataset of Reaction yield outcomes from USPTO patents with 853,638 reactions. Predict the reaction yield, written as a fraction of the theoretical maximum amount of product (1.0 means a 100% yield; for example, 0.34 means a 34% yield). (1) The reactants are [CH3:1][O:2][C:3](=[O:20])[C@@H:4]([C@H:8]([OH:19])[CH2:9][CH2:10][O:11][CH2:12][C:13]1[CH:18]=[CH:17][CH:16]=[CH:15][CH:14]=1)[CH2:5][CH:6]=C.C[SiH]([O:24]C(C)(C)C)C.[C:29]([Si:33]([CH3:36])([CH3:35])Cl)([CH3:32])([CH3:31])[CH3:30].N1C=CN=C1.N1C(C)=CC=CC=1C. The catalyst is CN(C=O)C.CC(O)(C)C.O1CCOCC1.O.O=[Os](=O)(=O)=O. The product is [CH3:1][O:2][C:3](=[O:20])[C@H:4]([CH2:5][CH:6]=[O:24])[C@H:8]([O:19][Si:33]([C:29]([CH3:32])([CH3:31])[CH3:30])([CH3:36])[CH3:35])[CH2:9][CH2:10][O:11][CH2:12][C:13]1[CH:14]=[CH:15][CH:16]=[CH:17][CH:18]=1. The yield is 0.880. (2) The reactants are Cl.[NH2:2][C@@H:3]([CH2:8][NH:9][C:10]([O:12][C:13]([CH3:16])([CH3:15])[CH3:14])=[O:11])[C:4]([O:6][CH3:7])=[O:5].Cl[CH2:18][CH2:19][N:20]([CH2:25][CH2:26]Cl)[S:21]([CH3:24])(=[O:23])=[O:22].O. The catalyst is C(N(CC)C(C)C)(C)C. The product is [C:13]([O:12][C:10]([NH:9][CH2:8][C@H:3]([N:2]1[CH2:26][CH2:25][N:20]([S:21]([CH3:24])(=[O:23])=[O:22])[CH2:19][CH2:18]1)[C:4]([O:6][CH3:7])=[O:5])=[O:11])([CH3:16])([CH3:15])[CH3:14]. The yield is 0.460. (3) The product is [OH:3][C:4]1[NH:5][C:6]2[C:11]([C:12]=1[C:18]1[CH:19]=[CH:20][C:21]([CH2:25][N:26]3[CH2:31][CH2:30][O:29][CH2:28][CH2:27]3)=[CH:22][N:23]=1)=[CH:10][C:9]([C:13]([O:15][CH3:16])=[O:14])=[CH:8][CH:7]=2. The reactants are [H-].[Na+].[O:3]=[C:4]1[CH2:12][C:11]2[C:6](=[CH:7][CH:8]=[C:9]([C:13]([O:15][CH3:16])=[O:14])[CH:10]=2)[NH:5]1.Cl[C:18]1[N+:23]([O-])=[CH:22][C:21]([CH2:25][N:26]2[CH2:31][CH2:30][O:29][CH2:28][CH2:27]2)=[CH:20][CH:19]=1.P(Cl)(Cl)Cl. The catalyst is C(=O)([O-])O.[Na+].CN(C)C=O. The yield is 0.350. (4) The reactants are [O:1]1[CH2:6][CH2:5][N:4]([CH2:7][CH2:8][O:9][C:10]2[CH:15]=[CH:14][C:13]([C:16]3[CH:17]=[CH:18][C:19]([CH2:22][C:23](OC)=[O:24])=[N:20][CH:21]=3)=[CH:12][CH:11]=2)[CH2:3][CH2:2]1.[CH2:27]([NH2:34])[C:28]1[CH:33]=[CH:32][CH:31]=[CH:30][CH:29]=1.C1(OC)C=CC=CC=1. The catalyst is C1(C)C=CC=CC=1. The product is [O:1]1[CH2:2][CH2:3][N:4]([CH2:7][CH2:8][O:9][C:10]2[CH:11]=[CH:12][C:13]([C:16]3[CH:17]=[CH:18][C:19]([CH2:22][C:23]([NH:34][CH2:27][C:28]4[CH:33]=[CH:32][CH:31]=[CH:30][CH:29]=4)=[O:24])=[N:20][CH:21]=3)=[CH:14][CH:15]=2)[CH2:5][CH2:6]1. The yield is 0.810. (5) The reactants are [CH3:1][O:2][C:3]1[CH:12]=[C:11](F)[CH:10]=[CH:9][C:4]=1[C:5]([O:7][CH3:8])=[O:6].C([O-])([O-])=O.[K+].[K+].[CH3:20][N:21]1[CH2:26][CH2:25][NH:24][CH2:23][CH2:22]1. The catalyst is CS(C)=O.C(Cl)Cl. The product is [CH3:1][O:2][C:3]1[CH:12]=[C:11]([N:24]2[CH2:25][CH2:26][N:21]([CH3:20])[CH2:22][CH2:23]2)[CH:10]=[CH:9][C:4]=1[C:5]([O:7][CH3:8])=[O:6]. The yield is 0.660.